This data is from Forward reaction prediction with 1.9M reactions from USPTO patents (1976-2016). The task is: Predict the product of the given reaction. (1) Given the reactants [CH2:1]([NH:6][C:7]1[N:8]=[CH:9][NH:10][C:11]=1[C:12]([NH2:14])=[O:13])[CH2:2][CH2:3][CH2:4][CH3:5].[C:15]([N:23]=[C:24]=[S:25])(=[O:22])[C:16]1[CH:21]=[CH:20][CH:19]=[CH:18][CH:17]=1, predict the reaction product. The product is: [C:15]([NH:23][C:24]([N:6]([CH2:1][CH2:2][CH2:3][CH2:4][CH3:5])[C:7]1[N:8]=[CH:9][NH:10][C:11]=1[C:12]([NH2:14])=[O:13])=[S:25])(=[O:22])[C:16]1[CH:21]=[CH:20][CH:19]=[CH:18][CH:17]=1. (2) Given the reactants Br[C:2]1[CH:7]=[CH:6][C:5]([C@H:8]([C:21]2[CH:26]=[CH:25][CH:24]=[CH:23][C:22]=2[CH3:27])[CH2:9]/[C:10](/[C:13]2[CH:14]=[CH:15][C:16](=[O:20])[N:17]([CH3:19])[CH:18]=2)=[N:11]\[OH:12])=[CH:4][CH:3]=1.[CH3:28][N:29](C)C=O, predict the reaction product. The product is: [OH:12]/[N:11]=[C:10](/[C:13]1[CH:14]=[CH:15][C:16](=[O:20])[N:17]([CH3:19])[CH:18]=1)\[CH2:9][C@H:8]([C:5]1[CH:4]=[CH:3][C:2]([C:28]#[N:29])=[CH:7][CH:6]=1)[C:21]1[CH:26]=[CH:25][CH:24]=[CH:23][C:22]=1[CH3:27].[OH:12]/[N:11]=[C:10](\[C:13]1[CH:14]=[CH:15][C:16](=[O:20])[N:17]([CH3:19])[CH:18]=1)/[CH2:9][C@H:8]([C:5]1[CH:4]=[CH:3][C:2]([C:28]#[N:29])=[CH:7][CH:6]=1)[C:21]1[CH:26]=[CH:25][CH:24]=[CH:23][C:22]=1[CH3:27]. (3) The product is: [Br:1][C:2]1[CH:3]=[C:4]([CH:8]=[CH:9][N:10]=1)[C:5]([NH:55][C:53]1[S:54][C:50]2[C:49]([N:56]3[CH2:61][CH2:60][O:59][CH2:58][CH2:57]3)=[CH:48][CH:47]=[C:46]([O:45][CH3:44])[C:51]=2[N:52]=1)=[O:7]. Given the reactants [Br:1][C:2]1[CH:3]=[C:4]([CH:8]=[CH:9][N:10]=1)[C:5]([OH:7])=O.CN(C(ON1N=NC2C=CC=NC1=2)=[N+](C)C)C.F[P-](F)(F)(F)(F)F.C(N(C(C)C)C(C)C)C.[CH3:44][O:45][C:46]1[C:51]2[N:52]=[C:53]([NH2:55])[S:54][C:50]=2[C:49]([N:56]2[CH2:61][CH2:60][O:59][CH2:58][CH2:57]2)=[CH:48][CH:47]=1.Cl, predict the reaction product. (4) Given the reactants [OH-:1].[Na+].[CH3:3][C:4]1[C:5]([N:12]2[N:16]=[CH:15][CH:14]=[N:13]2)=[C:6]([CH:9]=[CH:10][CH:11]=1)[C:7]#N.[OH2:17], predict the reaction product. The product is: [CH3:3][C:4]1[C:5]([N:12]2[N:16]=[CH:15][CH:14]=[N:13]2)=[C:6]([CH:9]=[CH:10][CH:11]=1)[C:7]([OH:17])=[O:1]. (5) Given the reactants [Br:1][C:2]1[CH:3]=[CH:4][C:5]([O:8][C:9]2[CH:14]=[CH:13][CH:12]=[C:11]([CH:15]=[C:16]3[CH2:21][CH2:20][NH:19][CH2:18][CH:17]3[CH3:22])[CH:10]=2)=[N:6][CH:7]=1.C(N(C(C)C)CC)(C)C.[N:32]1[CH:37]=[CH:36][CH:35]=[C:34]([NH:38][C:39](=O)[O:40]C2C=CC=CC=2)[CH:33]=1, predict the reaction product. The product is: [Br:1][C:2]1[CH:3]=[CH:4][C:5]([O:8][C:9]2[CH:10]=[C:11]([CH:12]=[CH:13][CH:14]=2)/[CH:15]=[C:16]2/[CH:17]([CH3:22])[CH2:18][N:19]([C:39]([NH:38][C:34]3[CH:33]=[N:32][CH:37]=[CH:36][CH:35]=3)=[O:40])[CH2:20][CH2:21]/2)=[N:6][CH:7]=1. (6) Given the reactants [OH:1][CH2:2][C:3]1[CH:4]=[C:5]([CH:35]=[CH:36][CH:37]=1)[CH2:6][N:7]([C@@H:25]1[C:34]2[C:29](=[CH:30][CH:31]=[CH:32][CH:33]=2)[CH2:28][CH2:27][CH2:26]1)[C:8]([C:10]1[CH:15]=[C:14]([C:16]([OH:18])=[O:17])[C:13]([C:19]([OH:21])=[O:20])=[CH:12][C:11]=1[C:22]([OH:24])=[O:23])=[O:9].C(N(CC)CC)C, predict the reaction product. The product is: [CH:2]([C:3]1[CH:4]=[C:5]([CH:35]=[CH:36][CH:37]=1)[CH2:6][N:7]([C@@H:25]1[C:34]2[C:29](=[CH:30][CH:31]=[CH:32][CH:33]=2)[CH2:28][CH2:27][CH2:26]1)[C:8]([C:10]1[CH:15]=[C:14]([C:16]([OH:18])=[O:17])[C:13]([C:19]([OH:21])=[O:20])=[CH:12][C:11]=1[C:22]([OH:24])=[O:23])=[O:9])=[O:1].